Dataset: Reaction yield outcomes from USPTO patents with 853,638 reactions. Task: Predict the reaction yield, written as a fraction of the theoretical maximum amount of product (1.0 means a 100% yield; for example, 0.34 means a 34% yield). (1) The reactants are [Cl:1][C:2]1[CH:9]=[CH:8][C:5]([CH:6]=[O:7])=[C:4]([N+:10]([O-])=O)[CH:3]=1.C(O)C.Cl. The catalyst is [Fe].O. The product is [Cl:1][C:2]1[CH:9]=[CH:8][C:5]([CH:6]=[O:7])=[C:4]([NH2:10])[CH:3]=1. The yield is 0.830. (2) The reactants are Br[Zn][CH2:3][C:4]([O:6][CH2:7][CH3:8])=[O:5].C1COCC1.[C:14]1(=[O:20])[CH2:19][CH2:18][CH2:17][CH:16]=[CH:15]1.Cl. The catalyst is C(OCC)(=O)C. The product is [OH:20][C:14]1([CH2:3][C:4]([O:6][CH2:7][CH3:8])=[O:5])[CH2:19][CH2:18][CH2:17][CH:16]=[CH:15]1. The yield is 0.870. (3) The reactants are [NH2:1][C:2]1[CH:7]=[C:6]([Cl:8])[CH:5]=[CH:4][C:3]=1[SH:9].[CH3:10][N:11]([CH3:16])[C:12](=[O:15])[CH:13]=[CH2:14].CC(O)=O. The catalyst is C(Cl)Cl. The product is [NH2:1][C:2]1[CH:7]=[C:6]([Cl:8])[CH:5]=[CH:4][C:3]=1[S:9][CH2:14][CH2:13][C:12]([N:11]([CH3:16])[CH3:10])=[O:15]. The yield is 0.540. (4) The reactants are [Cl:1][C:2]1[CH:18]=[CH:17][C:5]2[CH2:6][CH2:7][N:8]([C:11](=[O:16])[C:12]([F:15])([F:14])[F:13])[CH2:9][CH2:10][C:4]=2[C:3]=1OS(C(F)(F)F)(=O)=O.[CH3:27][N:28]([C:37](=[O:42])[C:38]([CH3:41])([CH3:40])[CH3:39])[C:29]1[CH:36]=[CH:35][C:32]([CH2:33][NH2:34])=[CH:31][CH:30]=1. The catalyst is C1(C)C=CC=CC=1.O1CCOCC1. The product is [Cl:1][C:2]1[CH:18]=[CH:17][C:5]2[CH2:6][CH2:7][N:8]([C:11](=[O:16])[C:12]([F:15])([F:14])[F:13])[CH2:9][CH2:10][C:4]=2[C:3]=1[NH:34][CH2:33][C:32]1[CH:31]=[CH:30][C:29]([N:28]([C:37](=[O:42])[C:38]([CH3:40])([CH3:39])[CH3:41])[CH3:27])=[CH:36][CH:35]=1. The yield is 0.900. (5) The reactants are [CH2:1]([O:8][C:9]1[C:10]([F:22])=[C:11]([CH2:18][C:19](=O)[CH3:20])[C:12]([N+:15]([O-])=O)=[CH:13][CH:14]=1)[C:2]1[CH:7]=[CH:6][CH:5]=[CH:4][CH:3]=1.NN. The catalyst is [Ni].CO. The product is [CH2:1]([O:8][C:9]1[C:10]([F:22])=[C:11]2[C:12](=[CH:13][CH:14]=1)[NH:15][C:19]([CH3:20])=[CH:18]2)[C:2]1[CH:7]=[CH:6][CH:5]=[CH:4][CH:3]=1. The yield is 0.800. (6) The reactants are [Cl-].O[NH3+:3].[C:4](=[O:7])([O-])[OH:5].[Na+].CS(C)=O.[Si]([O:20][CH:21]([CH3:59])[CH2:22][O:23][C@H:24]1[CH2:29][CH2:28][C@H:27]([N:30]2[C:35](=[O:36])[C:34]([CH2:37][C:38]3[CH:43]=[CH:42][C:41]([C:44]4[C:45]([C:50]#[N:51])=[CH:46][CH:47]=[CH:48][CH:49]=4)=[CH:40][CH:39]=3)=[C:33]([CH2:52][CH2:53][CH3:54])[N:32]3[N:55]=[C:56]([CH3:58])[N:57]=[C:31]23)[CH2:26][CH2:25]1)(C(C)(C)C)(C)C. The catalyst is O.C(OCC)(=O)C. The product is [OH:20][CH:21]([CH3:59])[CH2:22][O:23][C@H:24]1[CH2:29][CH2:28][C@H:27]([N:30]2[C:35](=[O:36])[C:34]([CH2:37][C:38]3[CH:39]=[CH:40][C:41]([C:44]4[CH:49]=[CH:48][CH:47]=[CH:46][C:45]=4[C:50]4[NH:51][C:4](=[O:7])[O:5][N:3]=4)=[CH:42][CH:43]=3)=[C:33]([CH2:52][CH2:53][CH3:54])[N:32]3[N:55]=[C:56]([CH3:58])[N:57]=[C:31]23)[CH2:26][CH2:25]1. The yield is 0.540. (7) The reactants are [NH2:1][C:2]1[CH:7]=[CH:6][C:5]([C:8]2[CH:13]=[CH:12][C:11]([C:14](=[O:23])[CH2:15][C:16]([CH3:22])([CH3:21])[C:17]([O:19]C)=[O:18])=[CH:10][CH:9]=2)=[CH:4][CH:3]=1.Cl[C:25]1[NH:29][C:28]2[CH:30]=[CH:31][CH:32]=[CH:33][C:27]=2[N:26]=1.S1C2C=CC=CC=2N=C1NC1C=CC(C2C=CC(C(=O)CC(C)(C)C(O)=O)=CC=2)=CC=1. No catalyst specified. The product is [NH:26]1[C:27]2[CH:33]=[CH:32][CH:31]=[CH:30][C:28]=2[N:29]=[C:25]1[NH:1][C:2]1[CH:3]=[CH:4][C:5]([C:8]2[CH:13]=[CH:12][C:11]([C:14](=[O:23])[CH2:15][C:16]([CH3:21])([CH3:22])[C:17]([OH:19])=[O:18])=[CH:10][CH:9]=2)=[CH:6][CH:7]=1. The yield is 0.480. (8) The reactants are C([O:5][C:6]([C:8]1[S:9][C:10]([CH2:13][C:14]([CH3:20])([C:16]([O:18]C)=[O:17])[CH3:15])=[CH:11][CH:12]=1)=O)(C)(C)C.Cl.[F:22][C:23]1[CH:24]=[C:25]([CH:29]=[CH:30][C:31]=1[OH:32])[C:26]([NH2:28])=[NH:27].CCN=C=NCCCN(C)C.Cl.[F:45][C:46]([F:51])([F:50])[C:47]([OH:49])=[O:48]. No catalyst specified. The product is [F:45][C:46]([F:51])([F:50])[C:47]([OH:49])=[O:48].[F:45][C:46]([F:51])([F:50])[C:47]([OH:49])=[O:48].[C:26]([C:25]1[CH:29]=[CH:30][C:31]([O:32][C:6]([C:8]2[S:9][C:10]([CH2:13][C:14]([CH3:20])([CH3:15])[C:16]([OH:18])=[O:17])=[CH:11][CH:12]=2)=[O:5])=[C:23]([F:22])[CH:24]=1)(=[NH:28])[NH2:27]. The yield is 0.00100.